This data is from Forward reaction prediction with 1.9M reactions from USPTO patents (1976-2016). The task is: Predict the product of the given reaction. (1) The product is: [NH:1]1[CH:5]=[C:4]([C:6]2[C:14]3[C:13]([NH:15][C@H:16]([C:18]4[N:23]([C:24]5[CH:29]=[CH:28][CH:27]=[CH:26][CH:25]=5)[C:22](=[O:30])[C:21]5=[C:31]([CH3:34])[CH:32]=[CH:33][N:20]5[N:19]=4)[CH3:17])=[N:12][CH:11]=[N:10][C:9]=3[NH:8][CH:7]=2)[CH:3]=[N:2]1. Given the reactants [NH:1]1[CH:5]=[C:4]([C:6]2[C:14]3[C:13]([NH:15][C@H:16]([C:18]4[N:23]([C:24]5[CH:29]=[CH:28][CH:27]=[CH:26][CH:25]=5)[C:22](=[O:30])[C:21]5=[C:31]([CH3:34])[CH:32]=[CH:33][N:20]5[N:19]=4)[CH3:17])=[N:12][CH:11]=[N:10][C:9]=3[N:8](COCC[Si](C)(C)C)[CH:7]=2)[CH:3]=[N:2]1.FC(F)(F)C(O)=O.N, predict the reaction product. (2) Given the reactants [Cl-].[Cl-].[Cl-].[Al+3].[H-].[Al+3].[Li+].[H-].[H-].[H-].[CH3:11][O:12][CH:13]1[CH2:18][CH2:17][CH:16]([OH:19])[CH2:15][CH2:14]1, predict the reaction product. The product is: [CH3:11][O:12][C@@H:13]1[CH2:18][CH2:17][C@H:16]([OH:19])[CH2:15][CH2:14]1. (3) The product is: [O:5]=[C:6]1[C@@H:9]([NH:10][C:18](=[O:25])[CH2:19][CH2:20][CH2:21][CH2:22][CH2:23][CH3:24])[CH2:8][NH:7]1. Given the reactants C([O-])(=O)C.[O:5]=[C:6]1[C@@H:9]([NH3+:10])[CH2:8][NH:7]1.CCN(CC)CC.[C:18](Cl)(=[O:25])[CH2:19][CH2:20][CH2:21][CH2:22][CH2:23][CH3:24], predict the reaction product. (4) The product is: [F:1][C:2]1[CH:7]=[CH:6][C:5]([CH:8]2[CH2:13][CH2:12][N:11]([C:22]([O:24][C:25]([CH3:28])([CH3:27])[CH3:26])=[O:23])[CH2:10][CH:9]2[OH:14])=[CH:4][CH:3]=1. Given the reactants [F:1][C:2]1[CH:7]=[CH:6][C:5]([CH:8]2[CH2:13][CH2:12][NH:11][CH2:10][CH:9]2[OH:14])=[CH:4][CH:3]=1.C(N(CC)CC)C.[C:22](O[C:22]([O:24][C:25]([CH3:28])([CH3:27])[CH3:26])=[O:23])([O:24][C:25]([CH3:28])([CH3:27])[CH3:26])=[O:23], predict the reaction product.